Dataset: Reaction yield outcomes from USPTO patents with 853,638 reactions. Task: Predict the reaction yield, written as a fraction of the theoretical maximum amount of product (1.0 means a 100% yield; for example, 0.34 means a 34% yield). (1) The reactants are CC(C)([O-])C.[K+].[CH3:7][O:8][C:9]1[C:14]([CH3:15])=[CH:13][C:12]([N+:16]([O-:18])=[O:17])=[CH:11][N:10]=1.[CH:19](Br)([Br:21])[Br:20]. The catalyst is C1COCC1. The product is [Br:20][CH:19]([Br:21])[C:11]1[C:12]([N+:16]([O-:18])=[O:17])=[CH:13][C:14]([CH3:15])=[C:9]([O:8][CH3:7])[N:10]=1. The yield is 0.940. (2) The reactants are [C:1](OC([O-])=O)([O:3][C:4]([CH3:7])([CH3:6])[CH3:5])=[O:2].CN(C1C=CC=CN=1)C.[NH2:21][C:22]1[CH:27]=[CH:26][N:25]=[C:24]([Cl:28])[CH:23]=1.C(N(CC)CC)C. The catalyst is ClCCl.O. The product is [Cl:28][C:24]1[CH:23]=[C:22]([NH:21][C:1](=[O:2])[O:3][C:4]([CH3:7])([CH3:6])[CH3:5])[CH:27]=[CH:26][N:25]=1. The yield is 0.800. (3) The reactants are [F:1][C:2]1[CH:7]=[CH:6][C:5]([OH:8])=[CH:4][CH:3]=1.[H-].[Na+].[N:11]1[C:18]([Cl:19])=[N:17][C:15](Cl)=[N:14][C:12]=1[Cl:13].[NH4+].[Cl-]. The catalyst is O1CCCC1. The product is [Cl:13][C:12]1[N:11]=[C:18]([Cl:19])[N:17]=[C:15]([O:8][C:5]2[CH:6]=[CH:7][C:2]([F:1])=[CH:3][CH:4]=2)[N:14]=1. The yield is 0.580.